From a dataset of Reaction yield outcomes from USPTO patents with 853,638 reactions. Predict the reaction yield, written as a fraction of the theoretical maximum amount of product (1.0 means a 100% yield; for example, 0.34 means a 34% yield). (1) The reactants are C([O-])(=O)C.[Na+].[NH2:6][C:7]1[CH:12]=[CH:11][CH:10]=[CH:9][C:8]=1[OH:13].[CH3:14][O:15][C:16]1[CH:23]=[CH:22][C:19]([CH:20]=O)=[CH:18][CH:17]=1.C(OCC)(=O)C. The catalyst is C(O)(=O)C.O. The product is [CH3:14][O:15][C:16]1[CH:23]=[CH:22][C:19]([C:20]2[O:13][C:8]3[CH:9]=[CH:10][CH:11]=[CH:12][C:7]=3[N:6]=2)=[CH:18][CH:17]=1. The yield is 0.0690. (2) The reactants are [NH2:1][C:2]1[CH:17]=[C:16]([O:18][CH2:19][C:20]2[CH:25]=[CH:24][CH:23]=[CH:22][CH:21]=2)[C:15]([O:26][CH3:27])=[CH:14][C:3]=1[C:4]([N:6]1[CH2:10][C@H:9]([OH:11])[CH2:8][C@H:7]1[CH2:12][OH:13])=[O:5].[C:28](O[C:28]([O:30][C:31]([CH3:34])([CH3:33])[CH3:32])=[O:29])([O:30][C:31]([CH3:34])([CH3:33])[CH3:32])=[O:29].CCOC(C)=O.CCCCCC. The catalyst is C1COCC1. The product is [CH2:19]([O:18][C:16]1[C:15]([O:26][CH3:27])=[CH:14][C:3]([C:4]([N:6]2[CH2:10][C@H:9]([OH:11])[CH2:8][C@H:7]2[CH2:12][OH:13])=[O:5])=[C:2]([NH:1][C:28]([O:30][C:31]([CH3:34])([CH3:33])[CH3:32])=[O:29])[CH:17]=1)[C:20]1[CH:21]=[CH:22][CH:23]=[CH:24][CH:25]=1. The yield is 0.600. (3) The reactants are [F:1][C:2]1[CH:10]=[N:9][CH:8]=[CH:7][C:3]=1[C:4]([OH:6])=O.[CH2:11]([O:18][C:19]1[CH:25]=[CH:24][CH:23]=[CH:22][C:20]=1[NH2:21])[C:12]1[CH:17]=[CH:16][CH:15]=[CH:14][CH:13]=1.F[P-](F)(F)(F)(F)F.N1(O[P+](N(C)C)(N(C)C)N(C)C)C2C=CC=CC=2N=N1.O. The catalyst is CN(C=O)C. The product is [CH2:11]([O:18][C:19]1[CH:25]=[CH:24][CH:23]=[CH:22][C:20]=1[NH:21][C:4](=[O:6])[C:3]1[CH:7]=[CH:8][N:9]=[CH:10][C:2]=1[F:1])[C:12]1[CH:13]=[CH:14][CH:15]=[CH:16][CH:17]=1. The yield is 0.970. (4) The reactants are [CH2:1]([N:8]1[CH2:13][CH2:12][C:11]([NH:20][C:21](=O)OC)([C:14]2[CH:19]=[CH:18][N:17]=[CH:16][CH:15]=2)[CH2:10][CH2:9]1)[C:2]1[CH:7]=[CH:6][CH:5]=[CH:4][CH:3]=1.[H-].[Al+3].[Li+].[H-].[H-].[H-].S([O-])([O-])(=O)=O.[Na+].[Na+]. The catalyst is O1CCCC1. The product is [CH2:1]([N:8]1[CH2:9][CH2:10][C:11]([C:14]2[CH:19]=[CH:18][N:17]=[CH:16][CH:15]=2)([NH:20][CH3:21])[CH2:12][CH2:13]1)[C:2]1[CH:7]=[CH:6][CH:5]=[CH:4][CH:3]=1. The yield is 0.650. (5) The reactants are [C:1]([O:5][C:6]([N:8]1[CH2:13][CH2:12][C:11](=O)[CH:10]([C:15](=O)[C:16]2[CH:21]=[CH:20][C:19]([F:22])=[CH:18][CH:17]=2)[CH2:9]1)=[O:7])([CH3:4])([CH3:3])[CH3:2].FC(F)(F)C(O)=O.[CH3:31][CH:32]1[CH2:36][CH2:35][CH2:34][N:33]1[C:37]([NH2:39])=[NH:38].C([O-])([O-])=O.[K+].[K+]. The catalyst is CC#N.O. The product is [C:1]([O:5][C:6]([N:8]1[CH2:13][CH2:12][C:11]2[N:38]=[C:37]([N:33]3[CH2:34][CH2:35][CH2:36][CH:32]3[CH3:31])[N:39]=[C:15]([C:16]3[CH:21]=[CH:20][C:19]([F:22])=[CH:18][CH:17]=3)[C:10]=2[CH2:9]1)=[O:7])([CH3:4])([CH3:3])[CH3:2]. The yield is 0.810. (6) The reactants are [CH:1]1([C:7]2[C:8]3[S:14][C:13]([C:15]([OH:17])=[O:16])=[CH:12][C:9]=3[NH:10][CH:11]=2)[CH2:6][CH2:5][CH2:4][CH2:3][CH2:2]1.C(NC(=NC(C)C)O[C:24]([CH3:27])([CH3:26])[CH3:25])(C)C.C1C(=O)N([Br:39])C(=O)C1. The catalyst is C1COCC1.C(Cl)Cl. The product is [Br:39][C:11]1[NH:10][C:9]2[CH:12]=[C:13]([C:15]([O:17][C:24]([CH3:27])([CH3:26])[CH3:25])=[O:16])[S:14][C:8]=2[C:7]=1[CH:1]1[CH2:2][CH2:3][CH2:4][CH2:5][CH2:6]1. The yield is 0.370.